This data is from Full USPTO retrosynthesis dataset with 1.9M reactions from patents (1976-2016). The task is: Predict the reactants needed to synthesize the given product. Given the product [CH:1]([CH:3]=[CH2:4])=[O:2].[C:5]([OH:9])(=[O:8])[CH:6]=[CH2:7].[C:19]([OH:26])(=[O:25])/[CH:20]=[CH:21]\[C:22]([OH:24])=[O:23], predict the reactants needed to synthesize it. The reactants are: [CH:1]([CH:3]=[CH2:4])=[O:2].[C:5]([OH:9])(=[O:8])[CH:6]=[CH2:7].C(O)(=O)/C=C/CC(O)=O.[C:19]([OH:26])(=[O:25])/[CH:20]=[CH:21]/[C:22]([OH:24])=[O:23].